This data is from Full USPTO retrosynthesis dataset with 1.9M reactions from patents (1976-2016). The task is: Predict the reactants needed to synthesize the given product. (1) Given the product [CH2:1]1[CH2:14][O:13][C:8]23[O:9][CH2:10][CH2:11][O:12][C:3]2([C@:4]2([CH2:27][CH2:26][C@H:25]4[C@@H:15]([C:16](=[CH2:29])[CH2:17][CH:18]5[C@:23]4([CH3:24])[CH2:22][CH2:21][CH2:20][CH2:19]5)[C@@H:6]2[CH2:7]3)[CH3:5])[O:2]1, predict the reactants needed to synthesize it. The reactants are: [CH2:1]1[CH2:14][O:13][C:8]23[O:9][CH2:10][CH2:11][O:12][C:3]2([C@:4]2([CH2:27][CH2:26][C@H:25]4[C@@H:15]([C:16](=O)[CH2:17][CH:18]5[C@:23]4([CH3:24])[CH2:22][CH2:21][CH2:20][CH2:19]5)[C@@H:6]2[CH2:7]3)[CH3:5])[O:2]1.[CH2:29]1COC23OCCOC2([C@]2(CC[C@H]4[C@@H](CC(=C)C5[C@]4(C)CCCC5)[C@@H]2C3)C)O1. (2) Given the product [Cl:16][C:15]1[CH:14]=[CH:13][C:12]([NH:17][C:29]([NH:28][C:22]2[CH:23]=[CH:24][C:25]([F:27])=[CH:26][C:21]=2[Cl:20])=[S:30])=[C:11]([OH:18])[C:10]=1[S:7]([N:6]([CH3:19])[CH3:5])(=[O:9])=[O:8], predict the reactants needed to synthesize it. The reactants are: NC(N)=S.[CH3:5][N:6]([CH3:19])[S:7]([C:10]1[C:15]([Cl:16])=[CH:14][CH:13]=[C:12]([NH2:17])[C:11]=1[OH:18])(=[O:9])=[O:8].[Cl:20][C:21]1[CH:26]=[C:25]([F:27])[CH:24]=[CH:23][C:22]=1[N:28]=[C:29]=[S:30]. (3) Given the product [CH2:1]([O:8][CH2:9][CH:10]1[CH2:15][CH2:14][CH:13]2[CH:12]([O:18]2)[CH2:11]1)[C:2]1[CH:7]=[CH:6][CH:5]=[CH:4][CH:3]=1, predict the reactants needed to synthesize it. The reactants are: [CH2:1]([O:8][CH2:9][CH:10]1[CH2:15][CH2:14][CH2:13][CH:12]=[CH:11]1)[C:2]1[CH:7]=[CH:6][CH:5]=[CH:4][CH:3]=1.C(OO)(=[O:18])C.O. (4) Given the product [F:8][C:9]1[CH:14]=[C:13]([F:15])[CH:12]=[CH:11][C:10]=1[N:16]1[CH:20]([C:21]2[S:22][C:23]([C:26]3[CH2:27][CH2:28][N:29]([S:47]([CH3:46])(=[O:49])=[O:48])[CH2:30][CH:31]=3)=[CH:24][CH:25]=2)[CH2:19][C:18]([C:32]([F:37])([F:38])[C:33]([F:35])([F:36])[F:34])=[N:17]1, predict the reactants needed to synthesize it. The reactants are: FC(F)(F)C(O)=O.[F:8][C:9]1[CH:14]=[C:13]([F:15])[CH:12]=[CH:11][C:10]=1[N:16]1[CH:20]([C:21]2[S:22][C:23]([C:26]3[CH2:27][CH2:28][NH:29][CH2:30][CH:31]=3)=[CH:24][CH:25]=2)[CH2:19][C:18]([C:32]([F:38])([F:37])[C:33]([F:36])([F:35])[F:34])=[N:17]1.C(N(CC)CC)C.[CH3:46][S:47](Cl)(=[O:49])=[O:48]. (5) Given the product [CH3:18][C:13]1[S:12][C:11]2[S:10][C:5]3[CH:6]=[CH:7][CH:8]=[CH:9][C:4]=3[N:3]=[C:16]([NH2:17])[C:15]=2[CH:14]=1, predict the reactants needed to synthesize it. The reactants are: [H-].[Na+].[NH2:3][C:4]1[CH:9]=[CH:8][CH:7]=[CH:6][C:5]=1[S:10][C:11]1[S:12][C:13]([CH3:18])=[CH:14][C:15]=1[C:16]#[N:17].[Cl-].[Na+].C(OCC)(=O)C. (6) Given the product [CH:1]1([C@H:4]([N:7]2[C:8]3[N:9]=[CH:10][N:11]=[C:12]([C:15]4[CH:20]=[CH:19][C:18]([O:21][CH3:22])=[CH:17][C:16]=4[CH3:23])[C:13]=3[N:14]=[C:25]([CH3:27])[C:24]2=[O:28])[CH2:5][CH3:6])[CH2:3][CH2:2]1, predict the reactants needed to synthesize it. The reactants are: [CH:1]1([C@H:4]([NH:7][C:8]2[C:13]([NH2:14])=[C:12]([C:15]3[CH:20]=[CH:19][C:18]([O:21][CH3:22])=[CH:17][C:16]=3[CH3:23])[N:11]=[CH:10][N:9]=2)[CH2:5][CH3:6])[CH2:3][CH2:2]1.[C:24](OCC)(=[O:28])[C:25]([CH3:27])=O. (7) Given the product [NH2:15][CH:16]1[C:24]2[C:19](=[CH:20][CH:21]=[C:22]([C:25]([O:27][CH3:28])=[O:26])[CH:23]=2)[C:18]([CH3:30])([CH3:29])[CH2:17]1, predict the reactants needed to synthesize it. The reactants are: C(O)(C(F)(F)F)=O.C(OC([NH:15][CH:16]1[C:24]2[C:19](=[CH:20][CH:21]=[C:22]([C:25]([O:27][CH3:28])=[O:26])[CH:23]=2)[C:18]([CH3:30])([CH3:29])[CH2:17]1)=O)(C)(C)C. (8) Given the product [Br:13][C:14]1[CH:15]=[CH:16][C:17]([CH2:20][CH2:21][S:22]([NH:1][C:2]2[CH:7]=[CH:6][C:5]([CH3:8])=[CH:4][C:3]=2[S:9]([NH2:12])(=[O:10])=[O:11])(=[O:24])=[O:23])=[CH:18][CH:19]=1, predict the reactants needed to synthesize it. The reactants are: [NH2:1][C:2]1[CH:7]=[CH:6][C:5]([CH3:8])=[CH:4][C:3]=1[S:9]([NH2:12])(=[O:11])=[O:10].[Br:13][C:14]1[CH:19]=[CH:18][C:17]([CH2:20][CH2:21][S:22](Cl)(=[O:24])=[O:23])=[CH:16][CH:15]=1.